Task: Binary Classification. Given a drug SMILES string, predict its activity (active/inactive) in a high-throughput screening assay against a specified biological target.. Dataset: HIV replication inhibition screening data with 41,000+ compounds from the AIDS Antiviral Screen (1) The compound is CC(=O)Nc1ccc2[nH]c(C(=O)N3CC(CCl)c4c3cc([N+](=O)[O-])c3ccccc43)cc2c1. The result is 0 (inactive). (2) The compound is Cc1ccc(NC(=S)NC=C(c2ccccc2)S(=O)Cc2ccccc2)c(C)c1. The result is 0 (inactive). (3) The compound is CC(=O)c1cc2cc3c4c(c2oc1=O)CCCN4CCC3. The result is 0 (inactive). (4) The compound is COC1OC2=CCC3C(=O)NC(=O)C3C2C(OCc2ccccc2)C1OCc1ccccc1. The result is 0 (inactive).